From a dataset of Reaction yield outcomes from USPTO patents with 853,638 reactions. Predict the reaction yield, written as a fraction of the theoretical maximum amount of product (1.0 means a 100% yield; for example, 0.34 means a 34% yield). (1) The reactants are [CH3:1][C:2]1[CH:3]=[C:4]([OH:12])[CH:5]=[CH:6][C:7]=1[S:8]([CH3:11])(=[O:10])=[O:9].[N+:13]([O-])([OH:15])=[O:14].O. The catalyst is C(Cl)Cl. The product is [CH3:1][C:2]1[C:7]([S:8]([CH3:11])(=[O:10])=[O:9])=[CH:6][C:5]([N+:13]([O-:15])=[O:14])=[C:4]([OH:12])[CH:3]=1. The yield is 0.190. (2) The reactants are CC(C)([O-])C.[K+].CS(C)=O.[F:11][C:12]([F:18])([CH:15]([F:17])[F:16])[CH2:13][OH:14].[Br:19][C:20]1[CH:25]=[C:24](F)[CH:23]=[C:22]([F:27])[CH:21]=1. The catalyst is O. The product is [Br:19][C:20]1[CH:25]=[C:24]([O:14][CH2:13][C:12]([F:18])([F:11])[CH:15]([F:17])[F:16])[CH:23]=[C:22]([F:27])[CH:21]=1. The yield is 0.540.